This data is from Reaction yield outcomes from USPTO patents with 853,638 reactions. The task is: Predict the reaction yield, written as a fraction of the theoretical maximum amount of product (1.0 means a 100% yield; for example, 0.34 means a 34% yield). (1) The reactants are [C:1](O)(=O)C(O)=O.[CH3:7][O:8][C:9]1[CH:10]=[C:11]([CH2:17][C@:18]2([CH2:32][CH2:33][C:34]([O:36][C:37]([CH3:40])([CH3:39])[CH3:38])=[O:35])[C:27]3[C:22](=[CH:23][C:24]([O:30][CH3:31])=[C:25]([O:28][CH3:29])[CH:26]=3)[CH2:21][CH2:20][NH:19]2)[CH:12]=[CH:13][C:14]=1[O:15][CH3:16].C(=O)(O)[O-].[Na+].ClCCl.[I:49]C. The catalyst is O.C(OCC)C. The product is [I-:49].[CH3:7][O:8][C:9]1[CH:10]=[C:11]([CH2:17][C@:18]2([CH2:32][CH2:33][C:34]([O:36][C:37]([CH3:40])([CH3:39])[CH3:38])=[O:35])[C:27]3[C:22](=[CH:23][C:24]([O:30][CH3:31])=[C:25]([O:28][CH3:29])[CH:26]=3)[CH2:21][CH2:20][NH+:19]2[CH3:1])[CH:12]=[CH:13][C:14]=1[O:15][CH3:16]. The yield is 0.890. (2) The reactants are [CH3:1][O:2][C:3]([NH:5][C@H:6]([C:10]([N:12]1[C@@H:16]([CH3:17])[CH2:15][CH2:14][C@H:13]1[C:18]1[NH:22][C:21]2[C:23]3[C:28]([CH2:29][CH2:30][C:20]=2[N:19]=1)=[CH:27][C:26]1[C:31]2[C:36]([CH2:37][O:38][C:25]=1[CH:24]=3)=[CH:35][C:34]([C:39]1[NH:43][C:42]([C@@H:44]3[CH2:48][C@H:47]([CH2:49][O:50][CH3:51])[CH2:46][N:45]3[C:52]([O:54][C:55]([CH3:58])([CH3:57])[CH3:56])=[O:53])=[N:41][CH:40]=1)=[CH:33][CH:32]=2)=[O:11])[CH:7]([CH3:9])[CH3:8])=[O:4].CO. The catalyst is C(Cl)Cl.O=[Mn]=O. The product is [CH3:1][O:2][C:3]([NH:5][C@H:6]([C:10]([N:12]1[C@@H:16]([CH3:17])[CH2:15][CH2:14][C@H:13]1[C:18]1[NH:22][C:21]2[C:23]3[C:28]([CH:29]=[CH:30][C:20]=2[N:19]=1)=[CH:27][C:26]1[C:31]2[C:36]([CH2:37][O:38][C:25]=1[CH:24]=3)=[CH:35][C:34]([C:39]1[NH:43][C:42]([C@@H:44]3[CH2:48][C@H:47]([CH2:49][O:50][CH3:51])[CH2:46][N:45]3[C:52]([O:54][C:55]([CH3:58])([CH3:57])[CH3:56])=[O:53])=[N:41][CH:40]=1)=[CH:33][CH:32]=2)=[O:11])[CH:7]([CH3:9])[CH3:8])=[O:4]. The yield is 0.580. (3) The reactants are [F:1][C:2]1[CH:3]=[CH:4][C:5]([O:11][C:12]2[CH:17]=[CH:16][CH:15]=[CH:14][CH:13]=2)=[C:6]([N+:8]([O-])=O)[CH:7]=1. The catalyst is CO.O=[Pt]=O. The product is [F:1][C:2]1[CH:3]=[CH:4][C:5]([O:11][C:12]2[CH:17]=[CH:16][CH:15]=[CH:14][CH:13]=2)=[C:6]([CH:7]=1)[NH2:8]. The yield is 0.970. (4) The reactants are [O:1]1[CH:5]=[CH:4][CH:3]=[C:2]1/[CH:6]=[CH:7]/[C:8]([NH:10][CH2:11][CH2:12][CH2:13][CH2:14][CH2:15][C:16]([O-:18])=O)=[O:9].Cl.[NH2:20][OH:21].[OH-].[Na+].Cl. The catalyst is CO.O. The product is [O:1]1[CH:5]=[CH:4][CH:3]=[C:2]1[CH:6]=[CH:7][C:8]([NH:10][CH2:11][CH2:12][CH2:13][CH2:14][CH2:15][C:16](=[O:18])[NH:20][OH:21])=[O:9]. The yield is 0.580. (5) The reactants are [CH3:1][C:2]1[C:7]([CH3:8])=[CH:6][CH:5]=[CH:4][C:3]=1[OH:9].[O:10]1[CH:15]=[CH:14][CH:13]=[CH:12][CH2:11]1. The catalyst is C1(C)C=CC(S(O)(=O)=O)=CC=1.C(N(CC)CC)C. The product is [CH3:1][C:2]1[C:7]([CH3:8])=[CH:6][CH:5]=[CH:4][C:3]=1[O:9][CH:11]1[CH2:12][CH2:13][CH2:14][CH2:15][O:10]1. The yield is 1.00. (6) The reactants are Br[C:2]1[CH:3]=[CH:4][C:5]2[N:9]=[C:8]([C:10]([N:12]3[CH2:16][CH2:15][CH2:14][CH2:13]3)=[O:11])[N:7]([C:17]3[CH:22]=[CH:21][N:20]=[C:19]([NH2:23])[N:18]=3)[C:6]=2[CH:24]=1.[CH3:25][C:26]1[O:30][N:29]=[C:28]([C:31]([OH:35])([C:33]#[CH:34])[CH3:32])[CH:27]=1.C(N(CC)CC)C. The catalyst is CS(C)=O.Cl[Pd](Cl)([P](C1C=CC=CC=1)(C1C=CC=CC=1)C1C=CC=CC=1)[P](C1C=CC=CC=1)(C1C=CC=CC=1)C1C=CC=CC=1. The product is [NH2:23][C:19]1[N:18]=[C:17]([N:7]2[C:6]3[CH:24]=[C:2]([C:34]#[C:33][C:31]([C:28]4[CH:27]=[C:26]([CH3:25])[O:30][N:29]=4)([OH:35])[CH3:32])[CH:3]=[CH:4][C:5]=3[N:9]=[C:8]2[C:10]([N:12]2[CH2:16][CH2:15][CH2:14][CH2:13]2)=[O:11])[CH:22]=[CH:21][N:20]=1. The yield is 0.380. (7) The reactants are [O:1]1[CH2:5][CH2:4][CH2:3][CH2:2]1.[F:6][C:7]1[CH:24]=[CH:23][CH:22]=[CH:21][C:8]=1[O:9][C:10]1[CH:15]=[CH:14][C:13]([CH2:16]C(Cl)=NO)=CC=1.C([C:27]1[C:28]([NH2:33])=[N:29][CH:30]=[CH:31][CH:32]=1)#C.[CH2:34]([N:36](CC)CC)C. The catalyst is O. The product is [F:6][C:7]1[CH:24]=[CH:23][CH:22]=[CH:21][C:8]=1[O:9][C:10]1[CH:15]=[CH:14][CH:13]=[CH:16][C:2]=1[CH2:3][C:4]1[CH:34]=[N:36][O:1][C:5]=1[C:27]1[C:28]([NH2:33])=[N:29][CH:30]=[CH:31][CH:32]=1. The yield is 0.373.